This data is from Reaction yield outcomes from USPTO patents with 853,638 reactions. The task is: Predict the reaction yield, written as a fraction of the theoretical maximum amount of product (1.0 means a 100% yield; for example, 0.34 means a 34% yield). (1) The reactants are C[Al](C)C.[F:5][C:6]([F:10])([F:9])[CH2:7][NH2:8].C[O:12][C:13](=O)[C:14]1[CH:19]=[CH:18][C:17]([O:20][CH2:21][C:22]2[C:23]([C:28]3[CH:33]=[CH:32][CH:31]=[C:30]([F:34])[CH:29]=3)=[N:24][O:25][C:26]=2[CH3:27])=[N:16][CH:15]=1.O. The catalyst is O1CCOCC1. The product is [F:34][C:30]1[CH:29]=[C:28]([C:23]2[C:22]([CH2:21][O:20][C:17]3[CH:18]=[CH:19][C:14]([C:13]([NH:8][CH2:7][C:6]([F:10])([F:9])[F:5])=[O:12])=[CH:15][N:16]=3)=[C:26]([CH3:27])[O:25][N:24]=2)[CH:33]=[CH:32][CH:31]=1. The yield is 0.990. (2) The reactants are [N+:1]([C:4]1[CH:12]=[CH:11][CH:10]=[C:9]2[C:5]=1[CH2:6][CH2:7][CH:8]2[N:13]1[CH:18]=[CH:17][CH:16]=[C:15]([C:19]([NH:21][C:22]2[CH:27]=[CH:26][N:25]=[CH:24][CH:23]=2)=[O:20])[C:14]1=[O:28])([O-])=O.Cl[Sn]Cl.O. The catalyst is CCO. The product is [NH2:1][C:4]1[CH:12]=[CH:11][CH:10]=[C:9]2[C:5]=1[CH2:6][CH2:7][CH:8]2[N:13]1[CH:18]=[CH:17][CH:16]=[C:15]([C:19]([NH:21][C:22]2[CH:27]=[CH:26][N:25]=[CH:24][CH:23]=2)=[O:20])[C:14]1=[O:28]. The yield is 0.930. (3) The reactants are [CH2:1]([Li])CCC.[C:6]1([N:12]2[CH:16]=[CH:15][CH:14]=[CH:13]2)[CH:11]=[CH:10][CH:9]=[CH:8][CH:7]=1.CN(CCN(C)C)C.IC. The catalyst is CCCCCC.C1COCC1.O. The product is [C:6]1([N:12]2[CH:16]=[CH:15][CH:14]=[C:13]2[CH3:1])[CH:11]=[CH:10][CH:9]=[CH:8][CH:7]=1. The yield is 0.980. (4) The product is [C:15]12([NH:25][C:12]([C:8]3[CH:7]=[C:6]4[C:11](=[CH:10][CH:9]=3)[N:2]=[CH:3][CH:4]=[CH:5]4)=[O:13])[CH2:22][CH:21]3[CH2:20][CH:19]([CH2:18][CH:17]([CH2:23]3)[CH2:16]1)[CH2:24]2. The reactants are Cl.[N:2]1[C:11]2[C:6](=[CH:7][C:8]([C:12](Cl)=[O:13])=[CH:9][CH:10]=2)[CH:5]=[CH:4][CH:3]=1.[C:15]12([NH2:25])[CH2:24][CH:19]3[CH2:20][CH:21]([CH2:23][CH:17]([CH2:18]3)[CH2:16]1)[CH2:22]2.N1C=CC=CC=1. The yield is 0.110. The catalyst is O. (5) The reactants are [NH2:1][C:2]1[CH:9]=[CH:8][C:5]([C:6]#[N:7])=[C:4]([Br:10])[CH:3]=1.[C:11]1(=[O:17])[O:16][C:14](=[O:15])[CH:13]=[CH:12]1.[C:18]1(=O)[CH2:23][CH2:22][CH2:21][CH2:20][CH2:19]1. No catalyst specified. The product is [Br:10][C:4]1[CH:3]=[C:2]([N:1]2[CH:23]3[C:18]([CH2:19][CH2:20][CH2:21][CH2:22]3)=[C:13]([CH2:12][C:11]([OH:16])=[O:17])[C:14]2=[O:15])[CH:9]=[CH:8][C:5]=1[C:6]#[N:7]. The yield is 0.380. (6) The yield is 0.926. The catalyst is C(O)(=O)C. The reactants are [C:1](OC(=O)C)(=[O:3])[CH3:2].[I:8][C:9]1[C:14]2[O:15][CH2:16][O:17][C:13]=2[C:12]([NH2:18])=[CH:11][CH:10]=1.O. The product is [I:8][C:9]1[C:14]2[O:15][CH2:16][O:17][C:13]=2[C:12]([NH:18][C:1](=[O:3])[CH3:2])=[CH:11][CH:10]=1. (7) The yield is 0.830. The catalyst is CCOCC. The product is [CH3:7][C:8]1[CH2:19][C:18]2[CH:17]=[C:16]3[C:12](=[CH:11][C:10]=2[CH:9]=1)[CH2:13][CH2:14][CH2:15]3. The reactants are [H-].[Al+3].[Li+].[H-].[H-].[H-].[CH3:7][CH:8]1[CH2:19][C:18]2[C:10](=[CH:11][C:12]3[CH2:13][CH2:14][CH2:15][C:16]=3[CH:17]=2)[C:9]1=O.Cl. (8) The reactants are [NH2:1][C:2]1[N:7]=[C:6]([NH:8][C:9]2[CH:14]=[CH:13][C:12]([NH:15][C:16]([C:18]3[CH:23]=[CH:22][C:21]([N+:24]([O-])=O)=[CH:20][N:19]=3)=[O:17])=[CH:11][CH:10]=2)[CH:5]=[C:4]([CH3:27])[N:3]=1. The catalyst is [Pd].CO.C1COCC1. The product is [NH2:24][C:21]1[CH:22]=[CH:23][C:18]([C:16]([NH:15][C:12]2[CH:11]=[CH:10][C:9]([NH:8][C:6]3[CH:5]=[C:4]([CH3:27])[N:3]=[C:2]([NH2:1])[N:7]=3)=[CH:14][CH:13]=2)=[O:17])=[N:19][CH:20]=1. The yield is 0.960.